This data is from Reaction yield outcomes from USPTO patents with 853,638 reactions. The task is: Predict the reaction yield, written as a fraction of the theoretical maximum amount of product (1.0 means a 100% yield; for example, 0.34 means a 34% yield). (1) The reactants are [CH3:1][N:2]([CH3:26])[S:3]([C:6]1[CH:25]=[CH:24][C:9]([O:10][CH2:11]/[C:12](=[CH:22]\[F:23])/[CH2:13][NH:14]C(=O)OC(C)(C)C)=[CH:8][CH:7]=1)(=[O:5])=[O:4].FC(F)(F)C(O)=O.[ClH:34]. The catalyst is C(Cl)Cl. The product is [ClH:34].[NH2:14][CH2:13]/[C:12](=[CH:22]/[F:23])/[CH2:11][O:10][C:9]1[CH:8]=[CH:7][C:6]([S:3]([N:2]([CH3:1])[CH3:26])(=[O:5])=[O:4])=[CH:25][CH:24]=1. The yield is 0.840. (2) The reactants are Br[C:2]1[CH:7]=[CH:6][C:5]([F:8])=[CH:4][N:3]=1.C([Cu])#N.C[N:13]([CH:15]=[O:16])C. The catalyst is Cl. The product is [F:8][C:5]1[CH:6]=[CH:7][C:2]([C:15]([NH2:13])=[O:16])=[N:3][CH:4]=1. The yield is 0.312. (3) The product is [CH3:15][O:14][C:12]([NH:1][C@@H:2]([CH:6]([CH3:8])[CH3:7])[C:3]([OH:5])=[O:4])=[O:13]. The catalyst is O1CCOCC1. The reactants are [NH2:1][C@@H:2]([CH:6]([CH3:8])[CH3:7])[C:3]([OH:5])=[O:4].[OH-].[Na+].Cl[C:12]([O:14][CH3:15])=[O:13]. The yield is 0.940. (4) The reactants are Br[C:2]1[CH:10]=[C:9]2[C:5]([C:6]([C:11]#[N:12])=[CH:7][NH:8]2)=[CH:4][CH:3]=1.[C:13]([O-:16])(=[O:15])C.[Na+].ClCCl.[CH2:21](O)[CH3:22]. The catalyst is C1C=CC(P(C2C=CC=CC=2)[C-]2C=CC=C2)=CC=1.C1C=CC(P(C2C=CC=CC=2)[C-]2C=CC=C2)=CC=1.Cl[Pd]Cl.[Fe+2]. The product is [CH2:21]([O:16][C:13]([C:2]1[CH:10]=[C:9]2[C:5]([C:6]([C:11]#[N:12])=[CH:7][NH:8]2)=[CH:4][CH:3]=1)=[O:15])[CH3:22]. The yield is 0.450. (5) The yield is 0.840. The product is [N:1]1[CH:2]=[CH:3][N:4]2[C:9]=1[CH:8]=[CH:7][C:6]([S:10][C:11]1[CH:20]=[CH:19][CH:18]=[CH:17][C:12]=1[C:13]([OH:15])=[O:14])=[N:5]2. The reactants are [N:1]1[CH:2]=[CH:3][N:4]2[C:9]=1[CH:8]=[CH:7][C:6]([S:10][C:11]1[CH:20]=[CH:19][CH:18]=[CH:17][C:12]=1[C:13]([O:15]C)=[O:14])=[N:5]2.[OH-].[Na+].Cl. The catalyst is CO. (6) The reactants are [F:1][C:2]1[CH:7]=[CH:6][C:5]([F:8])=[CH:4][C:3]=1[C@H:9]1[CH2:13][CH2:12][CH2:11][N:10]1[C:14]1[CH:19]=[CH:18][N:17]2[N:20]=[CH:21][C:22]([NH:23][C:24]([NH:26][C:27]3[CH:32]=[CH:31][CH:30]=[CH:29][CH:28]=3)=[O:25])=[C:16]2[N:15]=1.[S:33](=[O:37])(=[O:36])([OH:35])[OH:34]. The product is [S:33]([OH:37])([OH:36])(=[O:35])=[O:34].[F:1][C:2]1[CH:7]=[CH:6][C:5]([F:8])=[CH:4][C:3]=1[C@H:9]1[CH2:13][CH2:12][CH2:11][N:10]1[C:14]1[CH:19]=[CH:18][N:17]2[N:20]=[CH:21][C:22]([NH:23][C:24]([NH:26][C:27]3[CH:28]=[CH:29][CH:30]=[CH:31][CH:32]=3)=[O:25])=[C:16]2[N:15]=1. The catalyst is CO. The yield is 0.969. (7) The reactants are [C:1]1(C)C=CC(S(O)(=O)=O)=CC=1.C[CH:13]=[CH:14][C:15]1[CH:20]=[CH:19][CH:18]=[CH:17][CH:16]=1.[CH2:21]([OH:24])[CH2:22][OH:23]. The catalyst is O. The product is [CH3:1][C:14]([O:23][CH2:22][CH2:21][OH:24])([C:15]1[CH:16]=[CH:17][CH:18]=[CH:19][CH:20]=1)[CH3:13]. The yield is 0.0400.